This data is from Forward reaction prediction with 1.9M reactions from USPTO patents (1976-2016). The task is: Predict the product of the given reaction. (1) Given the reactants [CH:1]1[C:6]([CH2:7][CH2:8][OH:9])=[CH:5][CH:4]=[C:3]([OH:10])[CH:2]=1.N1C=CC=CC=1.ClC(Cl)([O:20][C:21](=[O:27])[O:22]C(Cl)(Cl)Cl)Cl.Cl, predict the reaction product. The product is: [CH:1]1[C:6]([CH2:7][CH2:8][OH:9])=[CH:5][CH:4]=[C:3]([OH:10])[CH:2]=1.[C:21](=[O:20])([O-:27])[O-:22]. (2) Given the reactants [Cl:1][C:2]1[CH:7]=[CH:6][C:5]([C:8]2[N:9]=[C:10]([CH2:26]O)[C:11]([C:21]([O:23][CH2:24][CH3:25])=[O:22])=[N:12][C:13]=2[C:14]2[CH:19]=[CH:18][C:17]([Cl:20])=[CH:16][CH:15]=2)=[CH:4][CH:3]=1.C1(P(C2C=CC=CC=2)C2C=CC=CC=2)C=CC=CC=1.C(Br)(Br)(Br)[Br:48], predict the reaction product. The product is: [Br:48][CH2:26][C:10]1[C:11]([C:21]([O:23][CH2:24][CH3:25])=[O:22])=[N:12][C:13]([C:14]2[CH:19]=[CH:18][C:17]([Cl:20])=[CH:16][CH:15]=2)=[C:8]([C:5]2[CH:6]=[CH:7][C:2]([Cl:1])=[CH:3][CH:4]=2)[N:9]=1. (3) Given the reactants [Cl:1][C:2]1[CH:3]=[C:4]([C@@H:8]([OH:33])[CH2:9][N:10]([CH2:18][CH2:19][C:20]2[CH:25]=[CH:24][C:23]([C:26]3[CH:31]=[CH:30][C:29]([OH:32])=[CH:28][CH:27]=3)=[CH:22][CH:21]=2)[C:11](=[O:17])[O:12][C:13]([CH3:16])([CH3:15])[CH3:14])[CH:5]=[CH:6][CH:7]=1.C(=O)([O-])[O-].[K+].[K+].Br[CH2:41][C:42]([O:44][C:45]([CH3:48])([CH3:47])[CH3:46])=[O:43], predict the reaction product. The product is: [C:13]([O:12][C:11]([N:10]([CH2:18][CH2:19][C:20]1[CH:21]=[CH:22][C:23]([C:26]2[CH:27]=[CH:28][C:29]([O:32][CH2:41][C:42]([O:44][C:45]([CH3:48])([CH3:47])[CH3:46])=[O:43])=[CH:30][CH:31]=2)=[CH:24][CH:25]=1)[CH2:9][C@@H:8]([C:4]1[CH:5]=[CH:6][CH:7]=[C:2]([Cl:1])[CH:3]=1)[OH:33])=[O:17])([CH3:14])([CH3:15])[CH3:16]. (4) Given the reactants [CH3:1][C:2]([CH3:9])([CH3:8])[C:3](=O)[CH2:4][C:5]#[N:6].[N+:10]([O-])([O-])=O.[NH4+].N, predict the reaction product. The product is: [NH2:10]/[C:3](/[C:2]([CH3:9])([CH3:8])[CH3:1])=[CH:4]\[C:5]#[N:6]. (5) Given the reactants [O:1]([C:8]1[CH:28]=[CH:27][C:11]([O:12][C:13]2[C:14]3[N:21]([C@H:22]4[CH2:26][CH2:25][NH:24][CH2:23]4)[CH:20]=[CH:19][C:15]=3[N:16]=[CH:17][N:18]=2)=[CH:10][CH:9]=1)[C:2]1[CH:7]=[CH:6][CH:5]=[CH:4][CH:3]=1.C(=O)(O)[O-].[Na+].[C:34](Br)#[N:35], predict the reaction product. The product is: [O:1]([C:8]1[CH:28]=[CH:27][C:11]([O:12][C:13]2[C:14]3[N:21]([CH:22]4[CH2:26][CH2:25][N:24]([C:34]#[N:35])[CH2:23]4)[CH:20]=[CH:19][C:15]=3[N:16]=[CH:17][N:18]=2)=[CH:10][CH:9]=1)[C:2]1[CH:7]=[CH:6][CH:5]=[CH:4][CH:3]=1. (6) Given the reactants [CH3:1][N:2]1[CH2:7][CH2:6][CH2:5][CH2:4][C@H:3]1[C:8]1[N:12]2[CH:13]=[C:14]([O:17][C@H:18]3[C:27]4[C:22](=[CH:23][CH:24]=[CH:25][CH:26]=4)[C@@H:21]([NH2:28])[CH2:20][CH2:19]3)[CH:15]=[CH:16][C:11]2=[N:10][N:9]=1.CCN(C(C)C)C(C)C.ClC(Cl)(Cl)C[O:41][C:42](=O)[NH:43][C:44]1[N:45]([C:53]2[CH:58]=[CH:57][C:56]([CH3:59])=[CH:55][CH:54]=2)[N:46]=[C:47]([C:49]([CH3:52])([CH3:51])[CH3:50])[CH:48]=1, predict the reaction product. The product is: [C:49]([C:47]1[CH:48]=[C:44]([NH:43][C:42]([NH:28][C@@H:21]2[C:22]3[C:27](=[CH:26][CH:25]=[CH:24][CH:23]=3)[C@H:18]([O:17][C:14]3[CH:15]=[CH:16][C:11]4[N:12]([C:8]([C@@H:3]5[CH2:4][CH2:5][CH2:6][CH2:7][N:2]5[CH3:1])=[N:9][N:10]=4)[CH:13]=3)[CH2:19][CH2:20]2)=[O:41])[N:45]([C:53]2[CH:58]=[CH:57][C:56]([CH3:59])=[CH:55][CH:54]=2)[N:46]=1)([CH3:52])([CH3:50])[CH3:51].